Dataset: Catalyst prediction with 721,799 reactions and 888 catalyst types from USPTO. Task: Predict which catalyst facilitates the given reaction. The catalyst class is: 17. Product: [O:21]=[C:19]1[N:18]([C:22]2[CH:31]=[C:30]3[C:25]([CH:26]=[C:27]([C:33]4[CH:38]=[CH:37][CH:36]=[CH:35][C:34]=4[C:39]([F:41])([F:40])[F:42])[NH:28][C:29]3=[O:32])=[CH:24][CH:23]=2)[CH2:17][C@@H:16]([CH2:15][O:14][C:2](=[O:3])[O:68][CH2:67][CH2:66][O:65][CH2:64][CH2:63][O:62][CH2:61][CH2:60][O:59][CH2:58][CH2:57][O:56][CH2:55][CH2:54][O:53][CH2:52][CH2:51][O:50][CH2:43][C:44]2[CH:45]=[CH:46][CH:47]=[CH:48][CH:49]=2)[O:20]1. Reactant: Cl[C:2](OC1C=CC([N+]([O-])=O)=CC=1)=[O:3].[OH:14][CH2:15][C@H:16]1[O:20][C:19](=[O:21])[N:18]([C:22]2[CH:31]=[C:30]3[C:25]([CH:26]=[C:27]([C:33]4[CH:38]=[CH:37][CH:36]=[CH:35][C:34]=4[C:39]([F:42])([F:41])[F:40])[NH:28][C:29]3=[O:32])=[CH:24][CH:23]=2)[CH2:17]1.[CH2:43]([O:50][CH2:51][CH2:52][O:53][CH2:54][CH2:55][O:56][CH2:57][CH2:58][O:59][CH2:60][CH2:61][O:62][CH2:63][CH2:64][O:65][CH2:66][CH2:67][OH:68])[C:44]1[CH:49]=[CH:48][CH:47]=[CH:46][CH:45]=1.Cl.